This data is from Catalyst prediction with 721,799 reactions and 888 catalyst types from USPTO. The task is: Predict which catalyst facilitates the given reaction. (1) Reactant: [NH:1]1[C:9]2[C:4](=[CH:5][CH:6]=[CH:7][CH:8]=2)[C:3]([CH:10]=[O:11])=[N:2]1.C(=O)([O-])[O-].[K+].[K+].[I-].[Li+].Cl[CH2:21][CH2:22][O:23][CH:24]1[CH2:29][CH2:28][CH2:27][CH2:26][O:25]1. Product: [O:25]1[CH2:26][CH2:27][CH2:28][CH2:29][CH:24]1[O:23][CH2:22][CH2:21][N:1]1[C:9]2[C:4](=[CH:5][CH:6]=[CH:7][CH:8]=2)[C:3]([CH:10]=[O:11])=[N:2]1. The catalyst class is: 179. (2) Reactant: [CH3:1][NH:2][C:3]1[S:4][C@H:5]2[O:11][C@H:10]([CH2:12][OH:13])[C@@H:9]([OH:14])[C@H:8]([OH:15])[C@H:6]2[N:7]=1.CCN(C(C)C)C(C)C.[CH3:37][C:36]([O:35][C:33](O[C:33]([O:35][C:36]([CH3:39])([CH3:38])[CH3:37])=[O:34])=[O:34])([CH3:39])[CH3:38].CO. Product: [OH:14][C@@H:9]1[C@@H:10]([CH2:12][OH:13])[O:11][C@H:5]2[C@H:6]([N:7]=[C:3]([N:2]([CH3:1])[C:33](=[O:34])[O:35][C:36]([CH3:37])([CH3:38])[CH3:39])[S:4]2)[C@H:8]1[OH:15]. The catalyst class is: 3. (3) Reactant: C([Si](C)(C)[O:6][CH2:7][CH2:8][CH2:9][N:10]1[C:18]2[C:13](=[CH:14][C:15]([F:19])=[CH:16][CH:17]=2)[C:12]([CH:20]=[O:21])=[CH:11]1)(C)(C)C.S(=O)(=O)([OH:26])N.Cl([O-])=O.[Na+]. Product: [F:19][C:15]1[CH:14]=[C:13]2[C:18](=[CH:17][CH:16]=1)[N:10]([CH2:9][CH2:8][CH2:7][OH:6])[CH:11]=[C:12]2[C:20]([OH:21])=[O:26]. The catalyst class is: 38. (4) Reactant: BrBr.[CH2:3]([O:5][C:6]([CH:8]1[CH2:19][N:18]([CH2:20][C:21]2[CH:26]=[CH:25][CH:24]=[CH:23][CH:22]=2)[C:11]2[N:12]=[C:13]([S:16][CH3:17])[N:14]=[CH:15][C:10]=2[C:9]1=[O:27])=[O:7])[CH3:4].C(N(CC)CC)C.O. Product: [CH2:3]([O:5][C:6]([C:8]1[C:9](=[O:27])[C:10]2[CH:15]=[N:14][C:13]([S:16][CH3:17])=[N:12][C:11]=2[N:18]([CH2:20][C:21]2[CH:26]=[CH:25][CH:24]=[CH:23][CH:22]=2)[CH:19]=1)=[O:7])[CH3:4]. The catalyst class is: 2. (5) Reactant: C(O)(C(F)(F)F)=O.[O:8]=[C:9]1[S:13][N:12]=[C:11]([C:14]2[CH:19]=[CH:18][C:17]([NH:20]C(=O)OC(C)(C)C)=[CH:16][CH:15]=2)[NH:10]1. Product: [NH2:20][C:17]1[CH:16]=[CH:15][C:14]([C:11]2[NH:10][C:9](=[O:8])[S:13][N:12]=2)=[CH:19][CH:18]=1. The catalyst class is: 4. (6) Reactant: [Br:1][C:2]1[CH:3]=[C:4]([O:11][CH3:12])[C:5]2[N:6]([N:8]=[CH:9][CH:10]=2)[CH:7]=1.[Cl:13]N1C(=O)CCC1=O. Product: [Br:1][C:2]1[CH:3]=[C:4]([O:11][CH3:12])[C:5]2[N:6]([N:8]=[CH:9][C:10]=2[Cl:13])[CH:7]=1. The catalyst class is: 10.